Dataset: Full USPTO retrosynthesis dataset with 1.9M reactions from patents (1976-2016). Task: Predict the reactants needed to synthesize the given product. (1) Given the product [C:43]([O:42][C:40](=[O:41])[CH2:39][CH2:38][CH2:37][CH2:36][CH2:35][CH2:34][CH2:33][CH2:32][CH2:31][CH2:30][CH2:29][CH2:28][CH2:27][CH2:26][CH2:25][CH2:24][CH2:23][CH2:22][C:21](=[O:47])[NH:20][CH:12]([C:13]([O:15][C:16]([CH3:19])([CH3:18])[CH3:17])=[O:14])[CH2:11][CH2:10][C:9](=[O:8])[NH:49][CH2:50][CH2:51][O:52][CH2:53][CH2:54][O:55][CH2:56][CH2:57][O:58][CH2:59][CH2:60][O:61][CH2:62][CH2:63][C:64]([OH:66])=[O:65])([CH3:46])([CH3:44])[CH3:45], predict the reactants needed to synthesize it. The reactants are: O=C1CCC(=O)N1[O:8][C:9](=O)[CH2:10][CH2:11][CH:12]([NH:20][C:21](=[O:47])[CH2:22][CH2:23][CH2:24][CH2:25][CH2:26][CH2:27][CH2:28][CH2:29][CH2:30][CH2:31][CH2:32][CH2:33][CH2:34][CH2:35][CH2:36][CH2:37][CH2:38][CH2:39][C:40]([O:42][C:43]([CH3:46])([CH3:45])[CH3:44])=[O:41])[C:13]([O:15][C:16]([CH3:19])([CH3:18])[CH3:17])=[O:14].[NH2:49][CH2:50][CH2:51][O:52][CH2:53][CH2:54][O:55][CH2:56][CH2:57][O:58][CH2:59][CH2:60][O:61][CH2:62][CH2:63][C:64]([OH:66])=[O:65].[B-](F)(F)(F)F.CN(C(ON1C(=O)CCC1=O)=[N+](C)C)C. (2) The reactants are: [CH3:1]C(C)([O-])C.[K+].[Br:7][C:8]1[CH:9]=[C:10]([CH:13]=[C:14]([Br:16])[CH:15]=1)[CH:11]=O.[Cl-].[NH4+]. Given the product [Br:7][C:8]1[CH:9]=[C:10]([CH:13]=[C:14]([Br:16])[CH:15]=1)[CH:11]=[CH2:1], predict the reactants needed to synthesize it. (3) Given the product [S:17]1[CH:21]=[CH:20][N:19]=[C:18]1[N:22]1[CH:26]=[CH:25][CH:24]=[C:23]1[CH2:27][N:16]([CH2:27][C:23]1[N:22]([C:18]2[S:17][CH:2]=[CH:3][N:19]=2)[CH:26]=[CH:25][CH:24]=1)[CH:14]([CH3:15])[CH2:13][C:9]1[S:8][CH:12]=[CH:11][CH:10]=1, predict the reactants needed to synthesize it. The reactants are: F[C:2](F)(F)[C:3]([O-])=O.[S:8]1[CH:12]=[CH:11][CH:10]=[C:9]1[CH2:13][CH:14]([NH2:16])[CH3:15].[S:17]1[CH:21]=[CH:20][N:19]=[C:18]1[N:22]1[CH:26]=[CH:25][CH:24]=[C:23]1[CH:27]=O. (4) Given the product [F:1][C:2]1[C:10]([F:11])=[CH:9][CH:8]=[CH:7][C:3]=1[C:4]([NH:17][CH3:16])=[O:5], predict the reactants needed to synthesize it. The reactants are: [F:1][C:2]1[C:10]([F:11])=[CH:9][CH:8]=[CH:7][C:3]=1[C:4](O)=[O:5].S(Cl)(Cl)=O.[CH3:16][NH2:17]. (5) Given the product [Cl:16][C:8]1[C:9]([O:10][CH3:11])=[C:4]([C:2](=[O:3])[CH3:1])[C:5]([OH:12])=[CH:6][CH:7]=1, predict the reactants needed to synthesize it. The reactants are: [CH3:1][C:2]([C:4]1[C:9]([O:10][CH3:11])=[CH:8][CH:7]=[CH:6][C:5]=1[OH:12])=[O:3].S(Cl)([Cl:16])(=O)=O. (6) Given the product [OH:30][C:23]1([C:7]2[C:8]([OH:10])=[CH:9][C:4]3[O:3][CH2:2][O:1][C:5]=3[CH:6]=2)[C:24]2[CH:25]=[N:26][CH:27]=[CH:28][C:29]=2[N:21]([CH2:16][CH2:17][CH2:18][CH2:19][CH3:20])[C:22]1=[O:31], predict the reactants needed to synthesize it. The reactants are: [O:1]1[C:5]2[CH:6]=[CH:7][C:8]([OH:10])=[CH:9][C:4]=2[O:3][CH2:2]1.C([Mg]Cl)(C)C.[CH2:16]([N:21]1[C:29]2[CH:28]=[CH:27][N:26]=[CH:25][C:24]=2[C:23](=[O:30])[C:22]1=[O:31])[CH2:17][CH2:18][CH2:19][CH3:20]. (7) Given the product [Cl:32][C:7]1[CH:8]=[C:9]2[C:14](=[C:5]([C:3]([OH:4])=[O:2])[CH:6]=1)[NH:13][CH:12]([C:15]1[CH:16]=[C:17]([C:21]3[CH:22]=[CH:23][C:24]([N:27]([CH3:29])[CH3:28])=[CH:25][CH:26]=3)[CH:18]=[CH:19][CH:20]=1)[C:11]([CH3:31])([CH3:30])[CH2:10]2, predict the reactants needed to synthesize it. The reactants are: C[O:2][C:3]([C:5]1[CH:6]=[C:7]([Cl:32])[CH:8]=[C:9]2[C:14]=1[NH:13][CH:12]([C:15]1[CH:16]=[C:17]([C:21]3[CH:26]=[CH:25][C:24]([N:27]([CH3:29])[CH3:28])=[CH:23][CH:22]=3)[CH:18]=[CH:19][CH:20]=1)[C:11]([CH3:31])([CH3:30])[CH2:10]2)=[O:4].[OH-].[Na+].Cl. (8) Given the product [F:1][C:2]([F:7])([F:6])[C:3]([OH:5])=[O:4].[CH:32]1([CH2:35][N:11]2[CH2:10][CH2:9][N:8]([C:14]3[CH:19]=[C:18]([C:20]4[CH:25]=[CH:24][CH:23]=[CH:22][C:21]=4[C:2]([F:7])([F:6])[F:1])[N:17]=[C:16]([C:30]#[N:31])[N:15]=3)[CH2:13][CH2:12]2)[CH2:34][CH2:33]1, predict the reactants needed to synthesize it. The reactants are: [F:1][C:2]([F:7])([F:6])[C:3]([OH:5])=[O:4].[N:8]1([C:14]2[CH:19]=[C:18]([C:20]3[CH:25]=[CH:24][CH:23]=[C:22](C(F)(F)F)[CH:21]=3)[N:17]=[C:16]([C:30]#[N:31])[N:15]=2)[CH2:13][CH2:12][NH:11][CH2:10][CH2:9]1.[CH:32]1([CH:35]=O)[CH2:34][CH2:33]1.C(O)(=O)C.C([BH3-])#N.